From a dataset of Forward reaction prediction with 1.9M reactions from USPTO patents (1976-2016). Predict the product of the given reaction. (1) Given the reactants [CH3:1][C:2]1[C:7]2[C:8](=[O:13])[NH:9][CH2:10][CH2:11][O:12][C:6]=2[CH:5]=[N:4][C:3]=1[O:14][CH:15]([CH3:17])[CH3:16].[H-].[Na+].[CH2:20]([O:27][C:28]1[C:33]([CH2:34]Cl)=[C:32]([CH3:36])[CH:31]=[C:30]([CH3:37])[N:29]=1)[C:21]1[CH:26]=[CH:25][CH:24]=[CH:23][CH:22]=1.CCOC(C)=O, predict the reaction product. The product is: [CH2:20]([O:27][C:28]1[C:33]([CH2:34][N:9]2[C:8](=[O:13])[C:7]3[C:2]([CH3:1])=[C:3]([O:14][CH:15]([CH3:17])[CH3:16])[N:4]=[CH:5][C:6]=3[O:12][CH2:11][CH2:10]2)=[C:32]([CH3:36])[CH:31]=[C:30]([CH3:37])[N:29]=1)[C:21]1[CH:26]=[CH:25][CH:24]=[CH:23][CH:22]=1. (2) Given the reactants Br[C:2]1[CH:3]=[C:4]2[C:9](=[O:10])[N:8]3[CH2:11][CH2:12][NH:13][C:7]3([C:14]3[CH:19]=[CH:18][C:17]([CH2:20][OH:21])=[CH:16][CH:15]=3)[CH2:6][N:5]2[CH:22]=1.[N:23]1[CH:28]=[CH:27][CH:26]=[C:25](B(O)O)[CH:24]=1.C(=O)([O-])[O-].[Na+].[Na+].C(O)C, predict the reaction product. The product is: [OH:21][CH2:20][C:17]1[CH:16]=[CH:15][C:14]([C:7]23[NH:13][CH2:12][CH2:11][N:8]2[C:9](=[O:10])[C:4]2[N:5]([CH:22]=[C:2]([C:25]4[CH:24]=[N:23][CH:28]=[CH:27][CH:26]=4)[CH:3]=2)[CH2:6]3)=[CH:19][CH:18]=1.